Dataset: Forward reaction prediction with 1.9M reactions from USPTO patents (1976-2016). Task: Predict the product of the given reaction. (1) Given the reactants [Cl:1][C:2]1[CH:3]=[C:4]([CH:8]=[CH:9][C:10]=1[O:11][CH:12]([CH3:14])[CH3:13])[C:5]([OH:7])=O.CCN=C=NCCCN(C)C.C1C=CC2N(O)N=NC=2C=1.[CH2:36]([C:38]1[C:43](/[C:44](/[NH:47]O)=[N:45]/[H])=[CH:42][CH:41]=[CH:40][C:39]=1[O:49][CH2:50][CH2:51][CH2:52][C:53]([O:55][CH2:56][CH3:57])=[O:54])[CH3:37].CCCC[N+](CCCC)(CCCC)CCCC.[F-], predict the reaction product. The product is: [Cl:1][C:2]1[CH:3]=[C:4]([C:5]2[O:7][N:47]=[C:44]([C:43]3[C:38]([CH2:36][CH3:37])=[C:39]([O:49][CH2:50][CH2:51][CH2:52][C:53]([O:55][CH2:56][CH3:57])=[O:54])[CH:40]=[CH:41][CH:42]=3)[N:45]=2)[CH:8]=[CH:9][C:10]=1[O:11][CH:12]([CH3:14])[CH3:13]. (2) Given the reactants [H-].[Na+].[C:3](#[N:7])[CH2:4][C:5]#[N:6].I[C:9]1[CH:14]=[CH:13][C:12]([CH:15]=[CH2:16])=[CH:11][CH:10]=1.Cl, predict the reaction product. The product is: [CH:15]([C:12]1[CH:13]=[CH:14][C:9]([CH:4]([C:3]#[N:7])[C:5]#[N:6])=[CH:10][CH:11]=1)=[CH2:16]. (3) Given the reactants C([O:3][C:4]([C:6]1[C:7]([CH:11]2[CH2:13][CH2:12]2)=[N:8][O:9][CH:10]=1)=[O:5])C.[OH-].[K+].Cl, predict the reaction product. The product is: [CH:11]1([C:7]2[C:6]([C:4]([OH:5])=[O:3])=[CH:10][O:9][N:8]=2)[CH2:12][CH2:13]1.